Dataset: Full USPTO retrosynthesis dataset with 1.9M reactions from patents (1976-2016). Task: Predict the reactants needed to synthesize the given product. (1) Given the product [F:1][C:2]1[N:10]=[CH:9][C:8]([CH3:11])=[CH:7][C:3]=1[C:4]([N:14]([O:15][CH3:16])[CH3:13])=[O:5], predict the reactants needed to synthesize it. The reactants are: [F:1][C:2]1[N:10]=[CH:9][C:8]([CH3:11])=[CH:7][C:3]=1[C:4](O)=[O:5].Cl.[CH3:13][NH:14][O:15][CH3:16].C(N(C(C)C)CC)(C)C.CN(C(ON1N=NC2C=CC=CC1=2)=[N+](C)C)C.[B-](F)(F)(F)F. (2) Given the product [F:7][C:8]1[CH:13]=[C:12]([CH:21]([CH3:22])[C:20]([O:19][CH2:17][CH3:18])=[O:24])[CH:11]=[CH:10][C:9]=1[N+:14]([O-:16])=[O:15], predict the reactants needed to synthesize it. The reactants are: CC(C)([O-])C.[K+].[F:7][C:8]1[CH:13]=[CH:12][CH:11]=[CH:10][C:9]=1[N+:14]([O-:16])=[O:15].[CH2:17]([O:19][C:20](=[O:24])[CH:21](Cl)[CH3:22])[CH3:18]. (3) Given the product [O:9]([S:10]([C:13]1[C:18]([CH3:19])=[CH:17][C:16]([CH3:20])=[CH:15][C:14]=1[CH3:21])(=[O:11])=[O:12])[NH2:8], predict the reactants needed to synthesize it. The reactants are: C(OC([NH:8][O:9][S:10]([C:13]1[C:18]([CH3:19])=[CH:17][C:16]([CH3:20])=[CH:15][C:14]=1[CH3:21])(=[O:12])=[O:11])=O)(C)(C)C.FC(F)(F)C(O)=O.